Dataset: Full USPTO retrosynthesis dataset with 1.9M reactions from patents (1976-2016). Task: Predict the reactants needed to synthesize the given product. (1) Given the product [C:21]1([C:17]2[C:15]3[CH2:16][CH:12]([CH2:11][NH2:10])[O:13][C:14]=3[CH:20]=[CH:19][CH:18]=2)[CH:22]=[CH:23][CH:24]=[CH:25][CH:26]=1, predict the reactants needed to synthesize it. The reactants are: C(OC(=O)[NH:10][CH2:11][CH:12]1[CH2:16][C:15]2[C:17]([C:21]3[CH:26]=[CH:25][CH:24]=[CH:23][CH:22]=3)=[CH:18][CH:19]=[CH:20][C:14]=2[O:13]1)C1C=CC=CC=1.Br. (2) The reactants are: Cl[C:2]1[C:3](=[O:11])[N:4]([CH3:10])[N:5]=[C:6]([CH3:9])[C:7]=1Cl.[C:12](=[O:15])([O-])[O-].[K+].[K+].[F:18][C:19]([F:33])([F:32])[C:20]1[CH:25]=[CH:24][C:23]([C:26]2[CH:30]=[C:29]([CH3:31])[NH:28][N:27]=2)=[CH:22][CH:21]=1.C[O-].[Na+]. Given the product [CH3:12][O:15][C:7]1[C:6]([CH3:9])=[N:5][N:4]([CH3:10])[C:3](=[O:11])[C:2]=1[N:28]1[C:29]([CH3:31])=[CH:30][C:26]([C:23]2[CH:22]=[CH:21][C:20]([C:19]([F:18])([F:32])[F:33])=[CH:25][CH:24]=2)=[N:27]1, predict the reactants needed to synthesize it. (3) The reactants are: [NH2:1][C:2]1[N:7]([CH3:8])[C:6](=[O:9])[C:5]([CH3:11])([CH3:10])[C@:4]([C:13]2[CH:18]=[C:17]([NH:19][C:20]3[N:24](CC4C=CC=CC=4)[N:23]=[CH:22][CH:21]=3)[CH:16]=[CH:15][C:14]=2[F:32])([CH3:12])[N:3]=1.[ClH:33]. Given the product [ClH:33].[NH:24]1[C:20]([NH:19][C:17]2[CH:16]=[CH:15][C:14]([F:32])=[C:13]([C@@:4]3([CH3:12])[N:3]=[C:2]([NH2:1])[N:7]([CH3:8])[C:6](=[O:9])[C:5]3([CH3:10])[CH3:11])[CH:18]=2)=[CH:21][CH:22]=[N:23]1, predict the reactants needed to synthesize it. (4) Given the product [ClH:19].[CH3:20][O:21][C:22]1[CH:27]=[CH:26][C:25]([N:28]2[C:9](=[O:11])[C:8]3[C:3](=[N:4][C:5]([CH3:18])=[CH:6][C:7]=3[C:14]([F:15])([F:16])[F:17])[CH2:2]2)=[CH:24][C:23]=1[O:29][CH2:30][CH2:31][N:32]1[CH2:37][CH2:36][CH:35]([CH3:38])[CH2:34][CH2:33]1, predict the reactants needed to synthesize it. The reactants are: Br[CH2:2][C:3]1[C:8]([C:9]([O:11]CC)=O)=[C:7]([C:14]([F:17])([F:16])[F:15])[CH:6]=[C:5]([CH3:18])[N:4]=1.[ClH:19].[CH3:20][O:21][C:22]1[CH:27]=[CH:26][C:25]([NH2:28])=[CH:24][C:23]=1[O:29][CH2:30][CH2:31][N:32]1[CH2:37][CH2:36][CH:35]([CH3:38])[CH2:34][CH2:33]1. (5) The reactants are: [Cl:1][C:2]1[CH:3]=[C:4](/[CH:9]=[CH:10]/[C:11]([N:13]2[CH2:19][CH2:18][C:17](=[O:20])[NH:16][CH2:15][CH2:14]2)=[O:12])[CH:5]=[CH:6][C:7]=1[Cl:8].Cl[CH2:22][CH2:23][N:24]1[CH2:29][CH2:28][CH2:27][CH2:26][CH2:25]1. Given the product [Cl:1][C:2]1[CH:3]=[C:4](/[CH:9]=[CH:10]/[C:11]([N:13]2[CH2:19][CH2:18][C:17](=[O:20])[N:16]([CH2:22][CH2:23][N:24]3[CH2:29][CH2:28][CH2:27][CH2:26][CH2:25]3)[CH2:15][CH2:14]2)=[O:12])[CH:5]=[CH:6][C:7]=1[Cl:8], predict the reactants needed to synthesize it. (6) Given the product [NH2:8][C:6]1[CH:5]=[C:4]([C:11]2[S:15][CH:14]=[N:13][CH:12]=2)[C:3](=[O:16])[N:2]([CH3:1])[CH:7]=1, predict the reactants needed to synthesize it. The reactants are: [CH3:1][N:2]1[CH:7]=[C:6]([N+:8]([O-])=O)[CH:5]=[C:4]([C:11]2[S:15][CH:14]=[N:13][CH:12]=2)[C:3]1=[O:16].Cl[Sn]Cl.C([O-])(O)=O.[Na+].